Task: Predict the product of the given reaction.. Dataset: Forward reaction prediction with 1.9M reactions from USPTO patents (1976-2016) (1) Given the reactants [CH2:1]1[N:10]2[CH:11]3[CH2:16][CH2:15][NH:14][CH2:13][CH:12]3[C:8]3[C:9]2=[C:4]([CH:5]=[CH:6][CH:7]=3)[NH:3][CH2:2]1.[OH-].[Na+].[CH3:19][C:20]([O:23][C:24](O[C:24]([O:23][C:20]([CH3:22])([CH3:21])[CH3:19])=[O:25])=[O:25])([CH3:22])[CH3:21], predict the reaction product. The product is: [C:20]([O:23][C:24]([N:14]1[CH2:15][CH2:16][CH:11]2[N:10]3[C:9]4[C:8]([CH:12]2[CH2:13]1)=[CH:7][CH:6]=[CH:5][C:4]=4[NH:3][CH2:2][CH2:1]3)=[O:25])([CH3:22])([CH3:21])[CH3:19]. (2) Given the reactants C([N:8]([C@H:20]([CH2:32][OH:33])[CH2:21][C:22]1[CH:31]=[CH:30][C:25]([C:26]([O:28]C)=[O:27])=[CH:24][CH:23]=1)[CH2:9][C@H:10]([OH:19])[CH2:11][O:12][C:13]1[CH:18]=[CH:17][CH:16]=[CH:15][CH:14]=1)C1C=CC=CC=1, predict the reaction product. The product is: [OH:33][CH2:32][C@@H:20]([NH:8][CH2:9][C@H:10]([OH:19])[CH2:11][O:12][C:13]1[CH:14]=[CH:15][CH:16]=[CH:17][CH:18]=1)[CH2:21][C:22]1[CH:31]=[CH:30][C:25]([C:26]([OH:28])=[O:27])=[CH:24][CH:23]=1. (3) Given the reactants [CH3:1][C:2]1[N:3]=[C:4]([C:7]2[C:8](=[O:24])[O:9][C:10]3[C:15]([CH:16]=2)=[CH:14][C:13]([CH2:17][CH2:18][CH2:19][CH2:20][CH2:21][CH3:22])=[C:12]([OH:23])[CH:11]=3)[S:5][CH:6]=1.[C:25](OC(=O)C)(=[O:27])[CH3:26], predict the reaction product. The product is: [CH3:1][C:2]1[N:3]=[C:4]([C:7]2[C:8](=[O:24])[O:9][C:10]3[C:15]([CH:16]=2)=[CH:14][C:13]([CH2:17][CH2:18][CH2:19][CH2:20][CH2:21][CH3:22])=[C:12]([O:23][C:25](=[O:27])[CH3:26])[CH:11]=3)[S:5][CH:6]=1. (4) Given the reactants [Cl:1][C:2]1[C:7](Br)=[CH:6][CH:5]=[CH:4][N:3]=1.[C:9]([O:13][C:14]([N:16]1[CH2:21][CH2:20][NH:19][CH2:18][CH2:17]1)=[O:15])([CH3:12])([CH3:11])[CH3:10].CC(C)([O-])C.[Na+].C1(P(C2C=CC=CC=2)C2C3OC4C(=CC=CC=4P(C4C=CC=CC=4)C4C=CC=CC=4)C(C)(C)C=3C=CC=2)C=CC=CC=1, predict the reaction product. The product is: [C:9]([O:13][C:14]([N:16]1[CH2:21][CH2:20][N:19]([C:7]2[C:2]([Cl:1])=[N:3][CH:4]=[CH:5][CH:6]=2)[CH2:18][CH2:17]1)=[O:15])([CH3:12])([CH3:10])[CH3:11]. (5) Given the reactants [F:1][C:2]([F:37])([F:36])[C:3]1[CH:4]=[C:5]([CH:33]=[CH:34][CH:35]=1)[C:6]([NH:8][CH2:9][C:10]([NH:12][C@@H:13]1[CH2:17][CH2:16][N:15]([CH:18]2[CH2:22][CH2:21]N(C(OCC3C=CC=CC=3)=O)[CH2:19]2)[CH2:14]1)=[O:11])=[O:7].[S:38]1CCC(=O)C1.O=C1CCN(C(OCC2C=CC=CC=2)=O)C1, predict the reaction product. The product is: [O:11]=[C:10]([NH:12][C@@H:13]1[CH2:17][CH2:16][N:15]([CH:18]2[CH2:22][CH2:21][S:38][CH2:19]2)[CH2:14]1)[CH2:9][NH:8][C:6](=[O:7])[C:5]1[CH:33]=[CH:34][CH:35]=[C:3]([C:2]([F:37])([F:36])[F:1])[CH:4]=1. (6) Given the reactants [F:1][C:2]1[CH:3]=[C:4]([CH2:9][C:10]([NH:12][C@H:13]([C:15]([OH:17])=O)[CH3:14])=[O:11])[CH:5]=[C:6]([F:8])[CH:7]=1.[NH2:18][CH:19]1[C:28]2[C:23](=[CH:24][CH:25]=[CH:26][CH:27]=2)[CH2:22][N:21]([CH2:29][CH2:30][C:31]2[CH:36]=[CH:35][CH:34]=[CH:33][CH:32]=2)[C:20]1=[O:37], predict the reaction product. The product is: [F:8][C:6]1[CH:5]=[C:4]([CH2:9][C:10]([NH:12][C@H:13]([C:15]([NH:18][CH:19]2[C:28]3[C:23](=[CH:24][CH:25]=[CH:26][CH:27]=3)[CH2:22][N:21]([CH2:29][CH2:30][C:31]3[CH:36]=[CH:35][CH:34]=[CH:33][CH:32]=3)[C:20]2=[O:37])=[O:17])[CH3:14])=[O:11])[CH:3]=[C:2]([F:1])[CH:7]=1. (7) Given the reactants Br[C:2]1[CH:3]=[C:4]([CH:9]=[CH:10][C:11]=1[O:12][CH:13]1[CH2:15][CH2:14]1)[C:5]([O:7][CH3:8])=[O:6].[CH3:16][O:17][C:18]1[CH:23]=[CH:22][C:21]([CH2:24][SH:25])=[CH:20][CH:19]=1.CC1(C)C2C(=C(P(C3C=CC=CC=3)C3C=CC=CC=3)C=CC=2)OC2C(P(C3C=CC=CC=3)C3C=CC=CC=3)=CC=CC1=2.CCN(C(C)C)C(C)C.N#N, predict the reaction product. The product is: [CH:13]1([O:12][C:11]2[CH:10]=[CH:9][C:4]([C:5]([O:7][CH3:8])=[O:6])=[CH:3][C:2]=2[S:25][CH2:24][C:21]2[CH:22]=[CH:23][C:18]([O:17][CH3:16])=[CH:19][CH:20]=2)[CH2:15][CH2:14]1.